Dataset: Catalyst prediction with 721,799 reactions and 888 catalyst types from USPTO. Task: Predict which catalyst facilitates the given reaction. (1) Reactant: [OH:1][C:2]1[C:7]([C:8]([CH3:11])([CH3:10])[CH3:9])=[CH:6][C:5]([CH3:12])=[CH:4][C:3]=1[N:13]1[N:17]=[C:16]2[CH:18]=[CH:19][CH:20]=[CH:21][C:15]2=[N:14]1.N(C(C)(C)C#N)=NC(C)(C)C#N.[Br:34]Br. Product: [OH:1][C:2]1[C:7]([C:8]([CH3:9])([CH3:11])[CH3:10])=[CH:6][C:5]([CH2:12][Br:34])=[CH:4][C:3]=1[N:13]1[N:17]=[C:16]2[CH:18]=[CH:19][CH:20]=[CH:21][C:15]2=[N:14]1. The catalyst class is: 53. (2) The catalyst class is: 5. Reactant: [N:1]1[C:10]2[C:5](=[CH:6][CH:7]=[CH:8][C:9]=2[NH:11][CH2:12][C:13]2[CH:36]=[CH:35][C:16]([C:17]([NH:19][C@H:20]([C:32]([OH:34])=[O:33])[CH2:21][CH2:22][CH2:23][NH:24][C:25](OC(C)(C)C)=O)=[O:18])=[CH:15][CH:14]=2)[CH:4]=[CH:3][CH:2]=1.Cl.O1[CH2:43][CH2:42]OCC1. Product: [N:1]1[C:10]2[C:5](=[CH:6][CH:7]=[CH:8][C:9]=2[NH:11][CH2:12][C:13]2[CH:36]=[CH:35][C:16]([C:17]([NH:19][C@@H:20]([CH2:21][CH2:22][CH2:23][NH:24][CH2:25][C:43]3[CH:42]=[CH:4][CH:3]=[CH:2][N:1]=3)[C:32]([OH:34])=[O:33])=[O:18])=[CH:15][CH:14]=2)[CH:4]=[CH:3][CH:2]=1. (3) The catalyst class is: 39. Reactant: FC(F)(F)C(O)=O.[C:8]1([C@@H:14]2[CH2:16][C@H:15]2[C:17]([N:19]2[CH2:24][CH2:23][CH:22]([CH2:25][NH2:26])[CH2:21][CH2:20]2)=[O:18])[CH:13]=[CH:12][CH:11]=[CH:10][CH:9]=1.[Br:27][C:28]1[CH:29]=[N:30][C:31](Cl)=[N:32][CH:33]=1.C(=O)([O-])[O-].[Cs+].[Cs+]. Product: [Br:27][C:28]1[CH:29]=[N:30][C:31]([NH:26][CH2:25][CH:22]2[CH2:21][CH2:20][N:19]([C:17]([C@@H:15]3[CH2:16][C@H:14]3[C:8]3[CH:9]=[CH:10][CH:11]=[CH:12][CH:13]=3)=[O:18])[CH2:24][CH2:23]2)=[N:32][CH:33]=1. (4) Reactant: Br[C:2]1[CH:7]=[CH:6][C:5]([CH:8]([F:10])[F:9])=[CH:4][C:3]=1[F:11].C([Li])CCC.CN([CH:20]=[O:21])C. Product: [F:9][CH:8]([F:10])[C:5]1[CH:6]=[CH:7][C:2]([CH:20]=[O:21])=[C:3]([F:11])[CH:4]=1. The catalyst class is: 1. (5) Reactant: I[C:2]1[CH:3]=[CH:4][C:5]2[N:6]([CH:8]=[C:9]([NH:11][C:12]([CH:14]3[CH2:16][CH2:15]3)=[O:13])[N:10]=2)[N:7]=1.[NH2:17][C:18]1[CH:19]=[C:20]([SH:24])[CH:21]=[CH:22][CH:23]=1.C(=O)([O-])[O-].[K+].[K+].CN(C)C=O. Product: [NH2:17][C:18]1[CH:19]=[C:20]([S:24][C:2]2[CH:3]=[CH:4][C:5]3[N:6]([CH:8]=[C:9]([NH:11][C:12]([CH:14]4[CH2:16][CH2:15]4)=[O:13])[N:10]=3)[N:7]=2)[CH:21]=[CH:22][CH:23]=1. The catalyst class is: 6.